Dataset: Forward reaction prediction with 1.9M reactions from USPTO patents (1976-2016). Task: Predict the product of the given reaction. Given the reactants [CH2:1]([C:3]1[N:8]([CH2:9][C:10](=[O:17])[C:11]2[CH:16]=[CH:15][CH:14]=[CH:13][CH:12]=2)[C:7](=[O:18])[C:6]2[C:19]([OH:27])=[C:20]([C:22]([O:24][CH2:25][CH3:26])=[O:23])[S:21][C:5]=2[CH:4]=1)[CH3:2].[C:28](OCC)(=O)[CH2:29]S.C(N(CC)CC)C, predict the reaction product. The product is: [CH2:28]([O:27][C:19]1[C:6]2[C:7](=[O:18])[N:8]([CH2:9][C:10](=[O:17])[C:11]3[CH:16]=[CH:15][CH:14]=[CH:13][CH:12]=3)[C:3]([CH2:1][CH3:2])=[CH:4][C:5]=2[S:21][C:20]=1[C:22]([O:24][CH2:25][CH3:26])=[O:23])[CH3:29].